This data is from Full USPTO retrosynthesis dataset with 1.9M reactions from patents (1976-2016). The task is: Predict the reactants needed to synthesize the given product. (1) Given the product [NH2:44][C:39]1[C:38]2[C:37](=[CH:36][CH:35]=[C:34]([C:33]3[C:28]([C@@H:18]([NH:17][C:15](=[O:16])[CH2:14][N:7]4[C:6]5[C:2]([F:56])([F:1])[C@@H:3]6[CH2:55][C@@H:4]6[C:5]=5[C:9]([C:10]([F:11])([F:13])[F:12])=[N:8]4)[CH2:19][C:20]4[CH:25]=[C:24]([F:26])[CH:23]=[C:22]([F:27])[CH:21]=4)=[N:29][C:30]([C:49]#[C:50][C:51]([OH:54])([CH3:53])[CH3:52])=[CH:31][CH:32]=3)[CH:42]=2)[NH:41][N:40]=1, predict the reactants needed to synthesize it. The reactants are: [F:1][C:2]1([F:56])[C:6]2[N:7]([CH2:14][C:15]([NH:17][C@H:18]([C:28]3[C:33]([C:34]4[CH:35]=[CH:36][CH:37]=[C:38]5[C:42]=4[N:41](C)[N:40]=[C:39]5[NH:44]S(C)(=O)=O)=[CH:32][CH:31]=[C:30]([C:49]#[C:50][C:51]([OH:54])([CH3:53])[CH3:52])[N:29]=3)[CH2:19][C:20]3[CH:25]=[C:24]([F:26])[CH:23]=[C:22]([F:27])[CH:21]=3)=[O:16])[N:8]=[C:9]([C:10]([F:13])([F:12])[F:11])[C:5]=2[C@H:4]2[CH2:55][C@@H:3]12.CC1(C)C(C)(C)OB(C2C=C3C(=CC=2)NN=C3N)O1.FC1(F)C2N(CC(O)=O)N=C(C(F)(F)F)C=2[C@H]2C[C@@H]12. (2) Given the product [NH2:28][C:18]1[CH:19]=[C:20]([O:23][C:24]([F:27])([F:26])[F:25])[CH:21]=[CH:22][C:17]=1[NH:16][C:14]1[S:13][C:12]([C:31]([O:33][CH3:34])=[O:32])=[C:11]([O:10][C@@H:8]([C:3]2[CH:4]=[CH:5][CH:6]=[CH:7][C:2]=2[Cl:1])[CH3:9])[CH:15]=1, predict the reactants needed to synthesize it. The reactants are: [Cl:1][C:2]1[CH:7]=[CH:6][CH:5]=[CH:4][C:3]=1[C@H:8]([O:10][C:11]1[CH:15]=[C:14]([NH:16][C:17]2[CH:22]=[CH:21][C:20]([O:23][C:24]([F:27])([F:26])[F:25])=[CH:19][C:18]=2[N+:28]([O-])=O)[S:13][C:12]=1[C:31]([O:33][CH3:34])=[O:32])[CH3:9].